Dataset: Full USPTO retrosynthesis dataset with 1.9M reactions from patents (1976-2016). Task: Predict the reactants needed to synthesize the given product. (1) Given the product [C:21]([O:20][C:18]([N:10]([C:7]1[C:6]2[CH:25]=[C:26]([Cl:27])[C:3]([CH2:2][O:39][C:34]3[CH:33]=[CH:32][C:31]4[CH2:30][C:29]([CH3:40])([CH3:28])[CH2:38][CH2:37][C:36]=4[CH:35]=3)=[CH:4][C:5]=2[O:9][N:8]=1)[C:11](=[O:17])[O:12][C:13]([CH3:16])([CH3:15])[CH3:14])=[O:19])([CH3:22])([CH3:24])[CH3:23], predict the reactants needed to synthesize it. The reactants are: Br[CH2:2][C:3]1[C:26]([Cl:27])=[CH:25][C:6]2[C:7]([N:10]([C:18]([O:20][C:21]([CH3:24])([CH3:23])[CH3:22])=[O:19])[C:11](=[O:17])[O:12][C:13]([CH3:16])([CH3:15])[CH3:14])=[N:8][O:9][C:5]=2[CH:4]=1.[CH3:28][C:29]1([CH3:40])[CH2:38][CH2:37][C:36]2[CH:35]=[C:34]([OH:39])[CH:33]=[CH:32][C:31]=2[CH2:30]1.C(=O)([O-])[O-].[K+].[K+].O. (2) Given the product [C:4]([O:3][C:1]([N:8]1[CH2:9][CH2:10][N:11]([C:36]([C:33]2[CH:34]=[CH:35][C:28]3[O:27][CH2:26][CH2:25][C:24]4[C:30](=[N:31][N:22]([C:21]5[N:17]([CH:14]([CH3:15])[CH3:16])[N:18]=[CH:19][N:20]=5)[CH:23]=4)[C:29]=3[CH:32]=2)=[O:37])[CH2:12][CH2:13]1)=[O:2])([CH3:7])([CH3:6])[CH3:5], predict the reactants needed to synthesize it. The reactants are: [C:1]([N:8]1[CH2:13][CH2:12][NH:11][CH2:10][CH2:9]1)([O:3][C:4]([CH3:7])([CH3:6])[CH3:5])=[O:2].[CH:14]([N:17]1[C:21]([N:22]2[N:31]=[C:30]3[C:24]([CH2:25][CH2:26][O:27][C:28]4[CH:35]=[CH:34][C:33]([C:36](O)=[O:37])=[CH:32][C:29]=43)=[CH:23]2)=[N:20][CH:19]=[N:18]1)([CH3:16])[CH3:15].CCN=C=NCCCN(C)C.C1C=CC2N(O)N=NC=2C=1.C(N(CC)CC)C. (3) Given the product [N:1]1([C:22]([O:21][C:18]([CH3:20])([CH3:19])[CH3:17])=[O:23])[C:9]2[CH:8]=[CH:7][N:6]=[CH:5][C:4]=2[CH:3]=[CH:2]1, predict the reactants needed to synthesize it. The reactants are: [NH:1]1[C:9]2[C:4](=[CH:5][N:6]=[CH:7][CH:8]=2)[CH:3]=[CH:2]1.CCN(CC)CC.[CH3:17][C:18]([O:21][C:22](O[C:22]([O:21][C:18]([CH3:20])([CH3:19])[CH3:17])=[O:23])=[O:23])([CH3:20])[CH3:19]. (4) Given the product [CH3:1][O:2][C:3](=[O:21])[C:4]1[CH:9]=[C:8]([CH:10]([O:12][CH:23]([CH3:28])[CH3:24])[CH3:11])[C:7]([C:13]([F:14])([F:15])[F:16])=[CH:6][C:5]=1[NH2:17], predict the reactants needed to synthesize it. The reactants are: [CH3:1][O:2][C:3](=[O:21])[C:4]1[CH:9]=[C:8]([CH:10]([OH:12])[CH3:11])[C:7]([C:13]([F:16])([F:15])[F:14])=[CH:6][C:5]=1[NH:17]C(=O)C.O.[C:23]1(C)[CH:28]=CC(S(O)(=O)=O)=C[CH:24]=1. (5) Given the product [CH2:4]([O:11][C:12](=[O:13])[NH:14][C@H:15]1[CH2:18][C@H:17]([C:19]([NH:2][NH2:3])=[O:21])[CH2:16]1)[C:5]1[CH:10]=[CH:9][CH:8]=[CH:7][CH:6]=1, predict the reactants needed to synthesize it. The reactants are: O.[NH2:2][NH2:3].[CH2:4]([O:11][C:12]([NH:14][C@H:15]1[CH2:18][C@H:17]([C:19]([O:21]C)=O)[CH2:16]1)=[O:13])[C:5]1[CH:10]=[CH:9][CH:8]=[CH:7][CH:6]=1.